Dataset: Peptide-MHC class I binding affinity with 185,985 pairs from IEDB/IMGT. Task: Regression. Given a peptide amino acid sequence and an MHC pseudo amino acid sequence, predict their binding affinity value. This is MHC class I binding data. (1) The peptide sequence is KLAQVRRAM. The MHC is HLA-B15:01 with pseudo-sequence HLA-B15:01. The binding affinity (normalized) is 0.695. (2) The peptide sequence is DINAQQFANV. The MHC is HLA-A68:02 with pseudo-sequence HLA-A68:02. The binding affinity (normalized) is 0.499. (3) The peptide sequence is WMQELRAGA. The MHC is HLA-A02:01 with pseudo-sequence HLA-A02:01. The binding affinity (normalized) is 0.385. (4) The peptide sequence is FFGALKFKI. The MHC is HLA-A29:02 with pseudo-sequence HLA-A29:02. The binding affinity (normalized) is 0.721.